This data is from Full USPTO retrosynthesis dataset with 1.9M reactions from patents (1976-2016). The task is: Predict the reactants needed to synthesize the given product. (1) Given the product [Br:27][C:11]1[C:10]([CH2:19][CH2:20][CH2:21][N:22]2[CH2:26][CH2:25][CH2:24][CH2:23]2)=[C:9]([C:5]2[CH:6]=[CH:7][CH:8]=[C:3]([O:2][CH3:1])[CH:4]=2)[N:17]2[C:12]=1[C:13]([NH2:18])=[N:14][CH:15]=[N:16]2, predict the reactants needed to synthesize it. The reactants are: [CH3:1][O:2][C:3]1[CH:4]=[C:5]([C:9]2[N:17]3[C:12]([C:13]([NH2:18])=[N:14][CH:15]=[N:16]3)=[CH:11][C:10]=2[CH2:19][CH2:20][CH2:21][N:22]2[CH2:26][CH2:25][CH2:24][CH2:23]2)[CH:6]=[CH:7][CH:8]=1.[Br:27]N1C(C)(C)C(=O)N(Br)C1=O. (2) Given the product [C:31]([C:34]1[CH:39]=[CH:38][CH:37]=[CH:36][C:35]=1[O:1][CH:2]([C:23]1[CH:24]=[CH:25][C:26]([O:29][CH3:30])=[CH:27][CH:28]=1)[CH2:3][CH2:4][N:5]1[CH2:10][CH2:9][CH:8]([C:11]2[CH:12]=[C:13]([NH:17][C:18](=[O:22])[CH:19]([CH3:21])[CH3:20])[CH:14]=[CH:15][CH:16]=2)[CH2:7][CH2:6]1)(=[O:33])[CH3:32], predict the reactants needed to synthesize it. The reactants are: [OH:1][CH:2]([C:23]1[CH:28]=[CH:27][C:26]([O:29][CH3:30])=[CH:25][CH:24]=1)[CH2:3][CH2:4][N:5]1[CH2:10][CH2:9][CH:8]([C:11]2[CH:12]=[C:13]([NH:17][C:18](=[O:22])[CH:19]([CH3:21])[CH3:20])[CH:14]=[CH:15][CH:16]=2)[CH2:7][CH2:6]1.[C:31]([C:34]1[CH:39]=[CH:38][CH:37]=[CH:36][C:35]=1O)(=[O:33])[CH3:32]. (3) Given the product [Br:1][C:2]1[CH:3]=[CH:4][C:5]([F:15])=[C:6]([CH:8]([OH:14])[C:9]([F:13])([F:12])[CH2:10][O:11][Si:21]([C:24]([CH3:27])([CH3:26])[CH3:25])([CH3:23])[CH3:22])[CH:7]=1, predict the reactants needed to synthesize it. The reactants are: [Br:1][C:2]1[CH:3]=[CH:4][C:5]([F:15])=[C:6]([CH:8]([OH:14])[C:9]([F:13])([F:12])[CH2:10][OH:11])[CH:7]=1.N1C=CN=C1.[Si:21](Cl)([C:24]([CH3:27])([CH3:26])[CH3:25])([CH3:23])[CH3:22]. (4) The reactants are: [C:1]([O:5][C:6](=[O:21])[NH:7][C:8]1[CH:9]=[N:10][CH:11]=[CH:12][C:13]=1[N:14]1[CH2:19][CH2:18][CH2:17][CH2:16][CH:15]1[CH3:20])([CH3:4])([CH3:3])[CH3:2].[H-].[Na+].I[CH3:25].[NH4+].[Cl-]. Given the product [C:1]([O:5][C:6](=[O:21])[N:7]([CH3:25])[C:8]1[CH:9]=[N:10][CH:11]=[CH:12][C:13]=1[N:14]1[CH2:19][CH2:18][CH2:17][CH2:16][CH:15]1[CH3:20])([CH3:4])([CH3:2])[CH3:3], predict the reactants needed to synthesize it.